Dataset: Forward reaction prediction with 1.9M reactions from USPTO patents (1976-2016). Task: Predict the product of the given reaction. (1) Given the reactants Br[C:2]1[CH:3]=[CH:4][C:5]([O:10][CH2:11][CH:12]2[CH2:17][CH2:16][N:15]([CH2:18][C:19]([CH2:23][CH3:24])([F:22])[CH2:20][CH3:21])[CH2:14][CH2:13]2)=[C:6]([CH:9]=1)[C:7]#[N:8].[F:25][C:26]1[CH:31]=[C:30]([C:32]([O:34][CH3:35])=[O:33])[CH:29]=[CH:28][C:27]=1B(O)O.C([O-])([O-])=O.[Cs+].[Cs+], predict the reaction product. The product is: [C:7]([C:6]1[CH:9]=[C:2]([C:27]2[CH:28]=[CH:29][C:30]([C:32]([O:34][CH3:35])=[O:33])=[CH:31][C:26]=2[F:25])[CH:3]=[CH:4][C:5]=1[O:10][CH2:11][CH:12]1[CH2:17][CH2:16][N:15]([CH2:18][C:19]([CH2:23][CH3:24])([F:22])[CH2:20][CH3:21])[CH2:14][CH2:13]1)#[N:8]. (2) Given the reactants I[C:2]1[CH:7]=[CH:6][CH:5]=[CH:4][C:3]=1[N+:8]([O-:10])=[O:9].[F:11][C:12]1[CH:17]=[C:16]([F:18])[CH:15]=[CH:14][C:13]=1[CH2:19][CH2:20][C:21]1[CH:26]=[CH:25][C:24]([S:27](C2C=CC=CC=2)(=[O:29])=[O:28])=[CH:23][CH:22]=1, predict the reaction product. The product is: [F:11][C:12]1[CH:17]=[C:16]([F:18])[CH:15]=[CH:14][C:13]=1/[CH:19]=[CH:20]/[C:21]1[CH:26]=[CH:25][C:24]([S:27]([C:2]2[CH:7]=[CH:6][CH:5]=[CH:4][C:3]=2[N+:8]([O-:10])=[O:9])(=[O:29])=[O:28])=[CH:23][CH:22]=1. (3) The product is: [N+:1]1([O-:17])[CH:6]=[CH:5][CH:4]=[C:3]([CH3:7])[C:2]=1[CH3:8]. Given the reactants [N:1]1[CH:6]=[CH:5][CH:4]=[C:3]([CH3:7])[C:2]=1[CH3:8].ClC1C=CC=C(C(OO)=[O:17])C=1, predict the reaction product. (4) Given the reactants [CH2:1]([O:4][C:5]([C:7]1[CH:28]=[CH:27][C:10]2[N:11]([CH:14]3[CH2:19][CH2:18][N:17](C(OC(C)(C)C)=O)[CH2:16][CH2:15]3)[N:12]=[N:13][C:9]=2[CH:8]=1)=[O:6])[CH:2]=[CH2:3].[ClH:29], predict the reaction product. The product is: [ClH:29].[ClH:29].[CH2:1]([O:4][C:5]([C:7]1[CH:28]=[CH:27][C:10]2[N:11]([CH:14]3[CH2:19][CH2:18][NH:17][CH2:16][CH2:15]3)[N:12]=[N:13][C:9]=2[CH:8]=1)=[O:6])[CH:2]=[CH2:3].